Predict the product of the given reaction. From a dataset of Forward reaction prediction with 1.9M reactions from USPTO patents (1976-2016). The product is: [Cl:1][C:2]1[CH:3]=[C:4]([CH:5]2[NH:19][C:20](=[O:22])[NH:18][C:14]2=[O:17])[CH:7]=[CH:8][C:9]=1[Cl:10]. Given the reactants [Cl:1][C:2]1[CH:3]=[C:4]([CH:7]=[CH:8][C:9]=1[Cl:10])[CH:5]=O.[C-]#N.[K+].[C:14](=[O:17])([O-])[O-].[NH4+:18].[NH4+:19].[CH2:20]([OH:22])C, predict the reaction product.